Dataset: Forward reaction prediction with 1.9M reactions from USPTO patents (1976-2016). Task: Predict the product of the given reaction. (1) Given the reactants [OH:1][C:2]1[CH:21]=[CH:20][C:5]2[CH:6]=[C:7]([NH:11][C:12](=[O:19])[C:13]3[CH:18]=[CH:17][CH:16]=[CH:15][CH:14]=3)[C:8](=[O:10])[O:9][C:4]=2[CH:3]=1.[ClH:22].C(=O)([O-])O.[Na+], predict the reaction product. The product is: [Cl:22][C:14]1[CH:15]=[CH:16][CH:17]=[CH:18][C:13]=1[C:12]([NH:11][C:7]1[C:8](=[O:10])[O:9][C:4]2[CH:3]=[C:2]([OH:1])[CH:21]=[CH:20][C:5]=2[CH:6]=1)=[O:19]. (2) Given the reactants Cl[C:2]1[CH:7]=[C:6]([S:8]([C:11]2[CH:16]=[CH:15][CH:14]=[C:13]([N+:17]([O-])=O)[CH:12]=2)(=[O:10])=[O:9])[CH:5]=[CH:4][C:3]=1[CH2:20][CH2:21][NH:22][C:23](=[O:28])[C:24]([F:27])([F:26])[F:25], predict the reaction product. The product is: [NH2:17][C:13]1[CH:12]=[C:11]([S:8]([C:6]2[CH:5]=[CH:4][C:3]([CH2:20][CH2:21][NH:22][C:23](=[O:28])[C:24]([F:27])([F:25])[F:26])=[CH:2][CH:7]=2)(=[O:10])=[O:9])[CH:16]=[CH:15][CH:14]=1. (3) The product is: [CH2:6]([NH:1][CH2:2][CH2:3][CH2:4][OH:5])[C:7]1[CH:12]=[CH:11][CH:10]=[CH:9][CH:8]=1. Given the reactants [NH2:1][CH2:2][CH2:3][CH2:4][OH:5].[CH2:6](N)[C:7]1[CH:12]=[CH:11][CH:10]=[CH:9][CH:8]=1, predict the reaction product. (4) Given the reactants [CH3:1][N:2]([CH3:7])[CH2:3][CH2:4][CH2:5][OH:6].CCOC(/N=N/C(OCC)=O)=O.[Br:20][C:21]1[CH:26]=[CH:25][C:24](O)=[CH:23][C:22]=1[CH3:28].C1C=CC(P(C2C=CC=CC=2)C2C=CC=CC=2)=CC=1, predict the reaction product. The product is: [Br:20][C:21]1[CH:26]=[CH:25][C:24]([O:6][CH2:5][CH2:4][CH2:3][N:2]([CH3:7])[CH3:1])=[CH:23][C:22]=1[CH3:28]. (5) Given the reactants [Br:1][C:2]1[CH:3]=[CH:4][C:5]([O:11][CH:12]([C:14]([OH:16])=O)[CH3:13])=[C:6]([CH:10]=1)C(O)=O.[C:17](OC(=O)C)(=[O:19])[CH3:18].C([O-])(=O)C.[Na+], predict the reaction product. The product is: [Br:1][C:2]1[CH:10]=[CH:6][C:5]2[O:11][C:12]([CH3:13])=[C:14]([O:16][C:17](=[O:19])[CH3:18])[C:4]=2[CH:3]=1.